Dataset: Forward reaction prediction with 1.9M reactions from USPTO patents (1976-2016). Task: Predict the product of the given reaction. (1) Given the reactants [CH:1]([OH:4])([CH3:3])[CH3:2].[OH-].[K+].Br[CH2:8][C:9]1[N:14]=[CH:13][C:12]([C:15]#[N:16])=[CH:11][CH:10]=1, predict the reaction product. The product is: [CH:1]([O:4][CH2:8][C:9]1[N:14]=[CH:13][C:12]([C:15]#[N:16])=[CH:11][CH:10]=1)([CH3:3])[CH3:2]. (2) The product is: [CH3:16][O:11][C:10]([C:8]1[S:9][C:5]([C:4]#[C:3][C:2]([CH3:15])([CH3:14])[CH3:1])=[CH:6][C:7]=1[I:13])=[O:12]. Given the reactants [CH3:1][C:2]([CH3:15])([CH3:14])[C:3]#[C:4][C:5]1[S:9][C:8]([C:10]([OH:12])=[O:11])=[C:7]([I:13])[CH:6]=1.[CH3:16]N(C=O)C.C(Cl)(=O)C(Cl)=O, predict the reaction product. (3) Given the reactants [F:1][C:2]1[CH:7]=[CH:6][C:5]([CH:8]([OH:30])[CH:9]([CH2:15][C:16]2[CH:29]=[CH:28][C:19]3[O:20][C:21]([F:27])([F:26])[C:22]([F:25])([F:24])[O:23][C:18]=3[CH:17]=2)[C:10]([O:12]CC)=[O:11])=[CH:4][CH:3]=1.[OH-].[Na+], predict the reaction product. The product is: [F:1][C:2]1[CH:7]=[CH:6][C:5]([CH:8]([OH:30])[CH:9]([CH2:15][C:16]2[CH:29]=[CH:28][C:19]3[O:20][C:21]([F:26])([F:27])[C:22]([F:25])([F:24])[O:23][C:18]=3[CH:17]=2)[C:10]([OH:12])=[O:11])=[CH:4][CH:3]=1.